From a dataset of Reaction yield outcomes from USPTO patents with 853,638 reactions. Predict the reaction yield, written as a fraction of the theoretical maximum amount of product (1.0 means a 100% yield; for example, 0.34 means a 34% yield). (1) The reactants are O=C1N2C[C@@H](CC[C@H]2C([NH:12][O:13][C@H:14]2[CH2:18][CH2:17][N:16]([C:19]([O:21][C:22]([CH3:25])([CH3:24])[CH3:23])=[O:20])[CH2:15]2)=O)N1OS(O)(=O)=O.FC(F)(F)C(O)=O. The catalyst is C(Cl)Cl. The product is [NH2:12][O:13][C@@H:14]1[CH2:18][CH2:17][N:16]([C:19]([O:21][C:22]([CH3:25])([CH3:24])[CH3:23])=[O:20])[CH2:15]1. The yield is 0.360. (2) The reactants are [C:1]([C:5]1[O:9][N:8]=[C:7]([NH:10][C:11]([NH:13][C:14]2[CH:19]=[CH:18][CH:17]=[C:16]([S:20][C:21]3[C:30]4[C:25](=[CH:26][C:27]([O:33][CH2:34][CH2:35][CH2:36]Cl)=[C:28]([O:31][CH3:32])[CH:29]=4)[N:24]=[CH:23][N:22]=3)[CH:15]=2)=[O:12])[CH:6]=1)([CH3:4])([CH3:3])[CH3:2].[CH3:38][N:39]1[CH2:44][CH2:43][NH:42][CH2:41][CH2:40]1.C(N(C(C)C)CC)(C)C. The catalyst is CN(C=O)C.[I-].C([N+](CCCC)(CCCC)CCCC)CCC. The product is [C:1]([C:5]1[O:9][N:8]=[C:7]([NH:10][C:11]([NH:13][C:14]2[CH:19]=[CH:18][CH:17]=[C:16]([S:20][C:21]3[C:30]4[C:25](=[CH:26][C:27]([O:33][CH2:34][CH2:35][CH2:36][N:42]5[CH2:43][CH2:44][N:39]([CH3:38])[CH2:40][CH2:41]5)=[C:28]([O:31][CH3:32])[CH:29]=4)[N:24]=[CH:23][N:22]=3)[CH:15]=2)=[O:12])[CH:6]=1)([CH3:4])([CH3:3])[CH3:2]. The yield is 0.320. (3) The yield is 0.730. The product is [Br:29][CH:9]1[C:10]2([CH2:11][CH2:12][N:13]([C:16]([O:18][CH2:19][C:20]3[CH:21]=[CH:22][CH:23]=[CH:24][CH:25]=3)=[O:17])[CH2:14][CH2:15]2)[CH2:26][C:27]2[C:7](=[N:6][N:5]([C:1]([CH3:4])([CH3:2])[CH3:3])[CH:28]=2)[CH:8]1[O:39][CH3:43]. The reactants are [C:1]([N:5]1[CH:28]=[C:27]2[C:7]([CH:8]=[CH:9][C:10]3([CH2:26]2)[CH2:15][CH2:14][N:13]([C:16]([O:18][CH2:19][C:20]2[CH:25]=[CH:24][CH:23]=[CH:22][CH:21]=2)=[O:17])[CH2:12][CH2:11]3)=[N:6]1)([CH3:4])([CH3:3])[CH3:2].[Br:29]N1C(=O)CCC1=O.CO.[O:39]1[CH2:43]CCC1. No catalyst specified. (4) The reactants are O.[NH2:2][NH2:3].[F:4][C:5]1[CH:6]=[N:7][CH:8]=[C:9]([CH:15]=1)[C:10](OCC)=[O:11]. The catalyst is CCO. The product is [F:4][C:5]1[CH:6]=[N:7][CH:8]=[C:9]([CH:15]=1)[C:10]([NH:2][NH2:3])=[O:11]. The yield is 0.930. (5) The reactants are [CH3:1][O:2][C:3](=[O:12])[CH2:4][CH:5]1[CH2:8][C:7](=[O:9])[C:6]1(Cl)Cl. The catalyst is CC(O)=O.[Zn]. The product is [CH3:1][O:2][C:3](=[O:12])[CH2:4][CH:5]1[CH2:8][C:7](=[O:9])[CH2:6]1. The yield is 0.360. (6) The reactants are [CH3:1][O:2][C:3]1[CH:10]=[C:9]([O:11][CH3:12])[CH:8]=[C:7]([CH3:13])[C:4]=1[CH:5]=[O:6].[OH-].[Na+].[O-:16][Mn](=O)(=O)=O.[K+]. The catalyst is O. The product is [CH3:1][O:2][C:3]1[CH:10]=[C:9]([O:11][CH3:12])[CH:8]=[C:7]([CH3:13])[C:4]=1[C:5]([OH:16])=[O:6]. The yield is 0.700. (7) The reactants are Br[C:2]1[C:3]([C:16]2[CH:21]=[CH:20][CH:19]=[CH:18][CH:17]=2)=[N:4][C:5]2[C:10]([N:11]=1)=[CH:9][C:8]([C:12]([O:14]C)=[O:13])=[CH:7][CH:6]=2.[CH3:22][O:23][C:24]1[CH:29]=[CH:28][C:27](B(O)O)=[CH:26][CH:25]=1. No catalyst specified. The product is [CH3:22][O:23][C:24]1[CH:29]=[CH:28][C:27]([C:2]2[C:3]([C:16]3[CH:17]=[CH:18][CH:19]=[CH:20][CH:21]=3)=[N:4][C:5]3[C:10]([N:11]=2)=[CH:9][C:8]([C:12]([OH:14])=[O:13])=[CH:7][CH:6]=3)=[CH:26][CH:25]=1. The yield is 0.650.